From a dataset of Reaction yield outcomes from USPTO patents with 853,638 reactions. Predict the reaction yield, written as a fraction of the theoretical maximum amount of product (1.0 means a 100% yield; for example, 0.34 means a 34% yield). (1) The reactants are [C:1]([O-])([O-])=O.[Cs+].[Cs+].C[CH:8]([SH:12])[C:9]([O-:11])=[O:10].I[C:14]1[CH:23]=[C:22]([N+:24]([O-:26])=[O:25])[C:21]2[C:16](=[CH:17][CH:18]=[CH:19][CH:20]=2)[C:15]=1[O:27][CH3:28].[Li+].[I-]. The catalyst is C1COCC1.[Cl-].[Cl-].[Zn+2].CC([O-])=O.CC([O-])=O.[Pd+2].CC1(C)C2C(=C(P(C3C=CC=CC=3)C3C=CC=CC=3)C=CC=2)OC2C(P(C3C=CC=CC=3)C3C=CC=CC=3)=CC=CC1=2. The product is [CH3:28][O:27][C:15]1[C:16]2[C:21](=[CH:20][CH:19]=[CH:18][CH:17]=2)[C:22]([N+:24]([O-:26])=[O:25])=[CH:23][C:14]=1[S:12][CH2:8][C:9]([O:11][CH3:1])=[O:10]. The yield is 0.660. (2) The reactants are [OH-].[Na+].[OH:3][CH:4]([C:6]1[CH:7]=[C:8]([C:24]([O:26]C)=[O:25])[CH:9]=[C:10]2[C:15]=1[O:14][C:13]([N:16]1[CH2:21][CH2:20][O:19][C@H:18]([CH3:22])[CH2:17]1)=[CH:12][C:11]2=[O:23])[CH3:5].O.Cl. The catalyst is CO. The product is [OH:3][CH:4]([C:6]1[CH:7]=[C:8]([C:24]([OH:26])=[O:25])[CH:9]=[C:10]2[C:15]=1[O:14][C:13]([N:16]1[CH2:21][CH2:20][O:19][C@H:18]([CH3:22])[CH2:17]1)=[CH:12][C:11]2=[O:23])[CH3:5]. The yield is 0.950. (3) The reactants are [NH:1]1[CH2:6][CH2:5][CH:4]([CH2:7][CH2:8][C:9]([OH:11])=[O:10])[CH2:3][CH2:2]1.[OH-].[Ca+2:13].[OH-].C(#N)C.Cl[C:19]([O:21][CH2:22][C:23]1[CH:28]=[CH:27][CH:26]=[CH:25][CH:24]=1)=[O:20]. The catalyst is O. The product is [Ca+2:13].[CH2:22]([O:21][C:19]([N:1]1[CH2:6][CH2:5][CH:4]([CH2:7][CH2:8][C:9]([O-:11])=[O:10])[CH2:3][CH2:2]1)=[O:20])[C:23]1[CH:28]=[CH:27][CH:26]=[CH:25][CH:24]=1.[CH2:22]([O:21][C:19]([N:1]1[CH2:6][CH2:5][CH:4]([CH2:7][CH2:8][C:9]([O-:11])=[O:10])[CH2:3][CH2:2]1)=[O:20])[C:23]1[CH:28]=[CH:27][CH:26]=[CH:25][CH:24]=1. The yield is 0.950. (4) The yield is 0.740. The product is [Br:17][CH2:14][C:11]1[CH:12]=[CH:13][C:8]([CH:6]([N:1]2[CH:5]=[CH:4][CH:3]=[N:2]2)[CH3:7])=[CH:9][CH:10]=1. The reactants are [N:1]1([CH:6]([C:8]2[CH:13]=[CH:12][C:11]([CH2:14]O)=[CH:10][CH:9]=2)[CH3:7])[CH:5]=[CH:4][CH:3]=[N:2]1.P(Br)(Br)[Br:17]. The catalyst is C(Cl)Cl. (5) The reactants are [CH3:1][S:2]([CH2:5][C:6]1[CH:11]=[CH:10][CH:9]=[CH:8][C:7]=1[C:12]1[CH:13]=[C:14]2[C:19](=[C:20]([O:22]COCC[Si](C)(C)C)[CH:21]=1)[N:18]=[CH:17][N:16](COCC[Si](C)(C)C)[C:15]2=[O:39])(=[O:4])=[O:3].[F:40][C:41]([F:46])([F:45])[C:42]([OH:44])=[O:43]. The catalyst is ClCCl. The product is [F:40][C:41]([F:46])([F:45])[C:42]([OH:44])=[O:43].[OH:22][C:20]1[CH:21]=[C:12]([C:7]2[CH:8]=[CH:9][CH:10]=[CH:11][C:6]=2[CH2:5][S:2]([CH3:1])(=[O:4])=[O:3])[CH:13]=[C:14]2[C:19]=1[N:18]=[CH:17][NH:16][C:15]2=[O:39]. The yield is 0.940.